From a dataset of Full USPTO retrosynthesis dataset with 1.9M reactions from patents (1976-2016). Predict the reactants needed to synthesize the given product. Given the product [CH3:1][C:2]1[C:7]([B:8]2[O:12][C:11]([CH3:13])([CH3:14])[C:10]([CH3:16])([CH3:15])[O:9]2)=[CH:6][CH:5]=[CH:4][C:3]=1[N:17]1[C:18](=[O:25])[CH:19]=[C:20]2[S:21][CH:22]=[CH:23][N:24]2[C:31]1=[O:32], predict the reactants needed to synthesize it. The reactants are: [CH3:1][C:2]1[C:7]([B:8]2[O:12][C:11]([CH3:14])([CH3:13])[C:10]([CH3:16])([CH3:15])[O:9]2)=[CH:6][CH:5]=[CH:4][C:3]=1[NH:17][C:18](=[O:25])[CH2:19][C:20]1[S:21][CH:22]=[CH:23][N:24]=1.C1N=CN([C:31](N2C=NC=C2)=[O:32])C=1.